From a dataset of Full USPTO retrosynthesis dataset with 1.9M reactions from patents (1976-2016). Predict the reactants needed to synthesize the given product. (1) Given the product [NH2:16][C:12]1[CH:11]=[C:10]([CH:15]=[CH:14][CH:13]=1)[C:9]([NH:8][C:5]1[CH:4]=[CH:3][C:2]([Br:1])=[CH:7][N:6]=1)=[O:19], predict the reactants needed to synthesize it. The reactants are: [Br:1][C:2]1[CH:3]=[CH:4][C:5]([NH:8][C:9](=[O:19])[C:10]2[CH:15]=[CH:14][CH:13]=[C:12]([N+:16]([O-])=O)[CH:11]=2)=[N:6][CH:7]=1.CCOC(C)=O. (2) Given the product [Cl:1][C:2]1[CH:3]=[CH:4][C:5]([CH2:6][N:7]2[C:15]3[C:10](=[CH:11][C:12]([NH:43][C:31](=[O:30])[O:52][C:48]([CH3:51])([CH3:50])[CH3:49])=[CH:13][CH:14]=3)[CH:9]=[C:8]2[CH3:19])=[CH:20][CH:21]=1, predict the reactants needed to synthesize it. The reactants are: [Cl:1][C:2]1[CH:21]=[CH:20][C:5]([CH2:6][N:7]2[C:15]3[C:10](=[CH:11][C:12](C(O)=O)=[CH:13][CH:14]=3)[CH:9]=[C:8]2[CH3:19])=[CH:4][CH:3]=1.P(N=[N+]=[N-])(=O)([O:30][C:31]1C=CC=CC=1)OC1C=CC=CC=1.C([N:43](CC)CC)C.[C:48]([OH:52])([CH3:51])([CH3:50])[CH3:49]. (3) Given the product [F:1][C:2]([F:45])([F:44])[C:3]1[CH:4]=[C:5]([C@H:13]2[O:17][C:16](=[O:18])[N:15]([CH2:19][C:20]3[C:25]([C:26]4[CH:27]=[C:28]([CH2:34][CH2:35][C:36]([O:38][CH3:39])=[O:37])[CH:29]=[CH:30][C:31]=4[O:32][CH3:33])=[C:24]([CH3:40])[N:23]=[C:22]([N:60]4[CH2:61][C:58]([F:62])([F:57])[CH2:59]4)[N:21]=3)[C@H:14]2[CH3:43])[CH:6]=[C:7]([C:9]([F:12])([F:11])[F:10])[CH:8]=1, predict the reactants needed to synthesize it. The reactants are: [F:1][C:2]([F:45])([F:44])[C:3]1[CH:4]=[C:5]([C@H:13]2[O:17][C:16](=[O:18])[N:15]([CH2:19][C:20]3[C:25]([C:26]4[CH:27]=[C:28]([CH2:34][CH2:35][C:36]([O:38][CH3:39])=[O:37])[CH:29]=[CH:30][C:31]=4[O:32][CH3:33])=[C:24]([CH3:40])[N:23]=[C:22](SC)[N:21]=3)[C@H:14]2[CH3:43])[CH:6]=[C:7]([C:9]([F:12])([F:11])[F:10])[CH:8]=1.C1C=C(Cl)C=C(C(OO)=O)C=1.[F:57][C:58]1([F:62])[CH2:61][NH:60][CH2:59]1.CCN(CC)CC. (4) Given the product [NH:1]([C:8]1[CH:13]=[C:12]([O:14][C:15]2[C:16]([C:22]([NH:30][CH2:29][CH:26]3[CH2:28][CH2:27]3)=[O:23])=[N:17][C:18]([CH3:21])=[CH:19][CH:20]=2)[CH:11]=[CH:10][N:9]=1)[C:2]1[CH:7]=[CH:6][CH:5]=[CH:4][CH:3]=1, predict the reactants needed to synthesize it. The reactants are: [NH:1]([C:8]1[CH:13]=[C:12]([O:14][C:15]2[C:16]([C:22]([O-])=[O:23])=[N:17][C:18]([CH3:21])=[CH:19][CH:20]=2)[CH:11]=[CH:10][N:9]=1)[C:2]1[CH:7]=[CH:6][CH:5]=[CH:4][CH:3]=1.[Na+].[CH:26]1([CH2:29][NH2:30])[CH2:28][CH2:27]1.CN(C(ON1N=NC2C=CC=NC1=2)=[N+](C)C)C.F[P-](F)(F)(F)(F)F.CCN(C(C)C)C(C)C. (5) Given the product [NH2:14][C:9]1[CH:10]=[CH:11][CH:12]=[C:13]2[C:8]=1[C:7](=[O:17])[C:6]1([NH:18][C:19](=[O:29])[C:20]3[CH:25]=[CH:24][C:23]([N+:26]([O-:28])=[O:27])=[CH:22][CH:21]=3)[C:5]3[CH:30]=[CH:31][C:32]([CH:34]([CH3:35])[CH3:36])=[CH:33][C:4]=3[O:3][C:2]12[OH:1], predict the reactants needed to synthesize it. The reactants are: [OH:1][C:2]12[C:13]3[C:8](=[C:9]([N+:14]([O-])=O)[CH:10]=[CH:11][CH:12]=3)[C:7](=[O:17])[C:6]1([NH:18][C:19](=[O:29])[C:20]1[CH:25]=[CH:24][C:23]([N+:26]([O-:28])=[O:27])=[CH:22][CH:21]=1)[C:5]1[CH:30]=[CH:31][C:32]([CH:34]([CH3:36])[CH3:35])=[CH:33][C:4]=1[O:3]2. (6) Given the product [C:1]([O:5][CH2:6][C:7]1[C:16]([C:17]2[CH:22]=[CH:21][CH:20]=[CH:19][C:18]=2[O:23][CH3:24])=[CH:15][CH:14]=[C:13]2[C:8]=1[C:9]([CH3:27])=[CH:10][C:11]([CH3:26])([CH3:25])[N:12]2[CH2:30][CH:29]=[CH2:28])(=[O:4])[CH:2]=[CH2:3], predict the reactants needed to synthesize it. The reactants are: [C:1]([O:5][CH2:6][C:7]1[C:16]([C:17]2[CH:22]=[CH:21][CH:20]=[CH:19][C:18]=2[O:23][CH3:24])=[CH:15][CH:14]=[C:13]2[C:8]=1[C:9]([CH3:27])=[CH:10][C:11]([CH3:26])([CH3:25])[NH:12]2)(=[O:4])[CH:2]=[CH2:3].[CH2:28](Br)[CH:29]=[CH2:30].C(=O)([O-])[O-].[K+].[K+]. (7) Given the product [CH2:1]([O:8][N:9]1[C:14]2[N:15]=[CH:16][N:17]=[C:18]([CH3:19])[C:13]=2[C:12]([NH:20][CH2:21][C:22]2[CH:23]=[CH:24][C:25]([NH:28][S:29]([CH3:32])(=[O:31])=[O:30])=[CH:26][CH:27]=2)=[CH:11][C:10]1=[O:37])[C:2]1[CH:7]=[CH:6][CH:5]=[CH:4][CH:3]=1, predict the reactants needed to synthesize it. The reactants are: [CH2:1]([O:8][N:9]1[C:14]2[N:15]=[CH:16][N:17]=[C:18]([CH3:19])[C:13]=2[C:12]([NH:20][CH2:21][C:22]2[CH:27]=[CH:26][C:25]([N:28](S(C)(=O)=O)[S:29]([CH3:32])(=[O:31])=[O:30])=[CH:24][CH:23]=2)=[CH:11][C:10]1=[O:37])[C:2]1[CH:7]=[CH:6][CH:5]=[CH:4][CH:3]=1.[OH-].[Na+]. (8) Given the product [N+:1]([C:4]1[CH:5]=[CH:6][C:7]([C:10]2[N:14]=[CH:13][N:12]([C:16]3[CH:17]=[CH:18][C:19]([O:22][C:23]([F:28])([F:29])[C:24]([F:26])([F:27])[F:25])=[CH:20][CH:21]=3)[N:11]=2)=[CH:8][CH:9]=1)([O-:3])=[O:2], predict the reactants needed to synthesize it. The reactants are: [N+:1]([C:4]1[CH:9]=[CH:8][C:7]([C:10]2[N:14]=[CH:13][NH:12][N:11]=2)=[CH:6][CH:5]=1)([O-:3])=[O:2].Br[C:16]1[CH:21]=[CH:20][C:19]([O:22][C:23]([F:29])([F:28])[C:24]([F:27])([F:26])[F:25])=[CH:18][CH:17]=1.N1C2C(=CC=CC=2O)C=CC=1.C([O-])([O-])=O.[Cs+].[Cs+].N1C=CN=N1.